From a dataset of Experimentally validated miRNA-target interactions with 360,000+ pairs, plus equal number of negative samples. Binary Classification. Given a miRNA mature sequence and a target amino acid sequence, predict their likelihood of interaction. The miRNA is hsa-miR-24-1-5p with sequence UGCCUACUGAGCUGAUAUCAGU. Result: 0 (no interaction). The protein sequence of the target gene is MPALPLDQLQITHKDPKTGQPKTSAALNPEQKADRYFVLYKPPPKDNIPALVEEYLERANFVANDLDWLLALPHDKFWCQVIFDETLQKCLDSYLHYVPRKFDEWVAPTPEVADMQNHLHRSVFLTFLRMSTHKESKDHFISPSAFGEILYNNFLFDIPKILDLCVLFGKGNSPLLQKMIGNIFTQQPSYYTDLDETIPTILQVFSNILQHCGLQGDGTSTTPQKLGERSPLTPSDMPLLELKDIVLYLCDTSTTLWAFLDIFPLACQTFQKHDFCYRLASFYEMAIPELESAIKKRRLE....